From a dataset of Reaction yield outcomes from USPTO patents with 853,638 reactions. Predict the reaction yield, written as a fraction of the theoretical maximum amount of product (1.0 means a 100% yield; for example, 0.34 means a 34% yield). (1) The reactants are Br[C:2]1[C:10]2[CH:9]([C:11]3[CH:16]=[CH:15][C:14]([Cl:17])=[CH:13][CH:12]=3)[CH2:8][NH:7][C:6](=[O:18])[C:5]=2[S:4][C:3]=1[N:19]1[CH2:24][CH2:23][O:22][CH2:21][CH2:20]1.C(=O)([O-])[O-].[Cs+].[Cs+].O1CCO[CH2:33][CH2:32]1.C(OB(C=C)OCCCC)CCC. The catalyst is O.[Pd].C1(P(C2C=CC=CC=2)C2C=CC=CC=2)C=CC=CC=1.C1(P(C2C=CC=CC=2)C2C=CC=CC=2)C=CC=CC=1.C1(P(C2C=CC=CC=2)C2C=CC=CC=2)C=CC=CC=1.C1(P(C2C=CC=CC=2)C2C=CC=CC=2)C=CC=CC=1. The product is [Cl:17][C:14]1[CH:15]=[CH:16][C:11]([CH:9]2[CH2:8][NH:7][C:6](=[O:18])[C:5]3[S:4][C:3]([N:19]4[CH2:24][CH2:23][O:22][CH2:21][CH2:20]4)=[C:2]([CH:32]=[CH2:33])[C:10]2=3)=[CH:12][CH:13]=1. The yield is 0.610. (2) The reactants are [NH2:1][C@H:2]([C:4]1[CH:5]=[C:6]([CH:8]=[CH:9][CH:10]=1)[NH2:7])[CH3:3].[Cl:11][C:12]1[CH:17]=[N:16][CH:15]=[C:14](Cl)[N:13]=1.C(=O)([O-])[O-].[K+].[K+]. The catalyst is O1CCOCC1. The product is [NH2:7][C:6]1[CH:5]=[C:4]([C@@H:2]([NH:1][C:14]2[CH:15]=[N:16][CH:17]=[C:12]([Cl:11])[N:13]=2)[CH3:3])[CH:10]=[CH:9][CH:8]=1. The yield is 0.850. (3) The reactants are Br[CH2:2][C:3]1[C:7]2[CH:8]=[C:9]([F:12])[CH:10]=[CH:11][C:6]=2[O:5][C:4]=1[C:13]([O:15][CH3:16])=[O:14].[CH3:17][O-:18].[Na+].Cl. The catalyst is CO. The product is [F:12][C:9]1[CH:10]=[CH:11][C:6]2[O:5][C:4]([C:13]([O:15][CH3:16])=[O:14])=[C:3]([CH2:2][O:18][CH3:17])[C:7]=2[CH:8]=1. The yield is 0.630. (4) The reactants are [O:1]([CH2:9][C@H:10]([OH:12])[CH3:11])[Si:2]([C:5]([CH3:8])([CH3:7])[CH3:6])([CH3:4])[CH3:3].C1(P(C2C=CC=CC=2)C2C=CC=CC=2)C=CC=CC=1.[CH3:32][O:33][C:34](=[O:50])[C:35]1[CH:40]=[C:39](O)[CH:38]=[C:37]([S:42][C:43]2[CH:48]=[CH:47][C:46]([CH3:49])=[CH:45][CH:44]=2)[CH:36]=1.N(C(OCC)=O)=NC(OCC)=O. The catalyst is O1CCCC1.C(OC(=O)C)C.O. The product is [CH3:32][O:33][C:34](=[O:50])[C:35]1[CH:40]=[C:39]([O:12][C@@H:10]([CH3:11])[CH2:9][O:1][Si:2]([C:5]([CH3:7])([CH3:8])[CH3:6])([CH3:4])[CH3:3])[CH:38]=[C:37]([S:42][C:43]2[CH:48]=[CH:47][C:46]([CH3:49])=[CH:45][CH:44]=2)[CH:36]=1. The yield is 0.950. (5) The reactants are [F:1][C:2]1[CH:3]=[C:4]([N:25]2[CH2:29][C@H:28]([CH2:30][NH:31][C:32](=[O:34])[CH3:33])[O:27][C:26]2=[O:35])[CH:5]=[CH:6][C:7]=1[N:8]1[CH2:13][CH2:12][CH:11]([N:14]2[N:18]=[N:17][C:16]([N:19]3[CH2:24][CH2:23][NH:22][CH2:21][CH2:20]3)=[N:15]2)[CH2:10][CH2:9]1.[C:36](OC(=O)C)(=[O:38])[CH3:37].C(N(CC)CC)C. The catalyst is C1COCC1. The product is [C:36]([N:22]1[CH2:21][CH2:20][N:19]([C:16]2[N:17]=[N:18][N:14]([CH:11]3[CH2:12][CH2:13][N:8]([C:7]4[CH:6]=[CH:5][C:4]([N:25]5[CH2:29][C@H:28]([CH2:30][NH:31][C:32](=[O:34])[CH3:33])[O:27][C:26]5=[O:35])=[CH:3][C:2]=4[F:1])[CH2:9][CH2:10]3)[N:15]=2)[CH2:24][CH2:23]1)(=[O:38])[CH3:37]. The yield is 0.550. (6) The product is [OH:1][N:2]=[C:3]([Cl:15])[C:5]1[C:9]([NH:10][CH2:11][CH2:12][O:13][CH3:14])=[N:8][O:7][N:6]=1. The catalyst is C(OCC)(=O)C.O. The reactants are [OH:1][N:2]=[C:3]([C:5]1[C:9]([NH:10][CH2:11][CH2:12][O:13][CH3:14])=[N:8][O:7][N:6]=1)N.[ClH:15].[Cl-].[Na+].N([O-])=O.[Na+]. The yield is 1.26. (7) The reactants are C([O:3][C:4]([C:6]1[C:15](=[O:16])[C:14]2[C:9](=[C:10]([I:17])[CH:11]=[CH:12][CH:13]=2)[NH:8][CH:7]=1)=[O:5])C.Cl. The catalyst is [OH-].[Na+].O. The product is [I:17][C:10]1[CH:11]=[CH:12][CH:13]=[C:14]2[C:9]=1[NH:8][CH:7]=[C:6]([C:4]([OH:5])=[O:3])[C:15]2=[O:16]. The yield is 0.816. (8) The reactants are [C:1]([O:5][CH2:6][C:7]1[CH:12]=[CH:11][CH:10]=[CH:9][CH:8]=1)(=[O:4])[NH:2][NH2:3].C(O)(=O)C.[CH3:17][C:18]([CH:21]=O)([CH3:20])[CH3:19]. The catalyst is CO. The product is [CH2:6]([O:5][C:1]([NH:2]/[N:3]=[CH:17]/[C:18]([CH3:21])([CH3:20])[CH3:19])=[O:4])[C:7]1[CH:12]=[CH:11][CH:10]=[CH:9][CH:8]=1. The yield is 0.961. (9) The reactants are Cl[C:2]1[N:7]=[C:6]([Cl:8])[CH:5]=[CH:4][N:3]=1.C[N:10]1[CH2:15][CH2:14][CH2:13][CH2:12][CH2:11]1. The catalyst is O1CCOCC1. The product is [Cl:8][C:6]1[CH:5]=[CH:4][N:3]=[C:2]([N:10]2[CH2:15][CH2:14][CH2:13][CH2:12][CH2:11]2)[N:7]=1. The yield is 0.120.